This data is from Reaction yield outcomes from USPTO patents with 853,638 reactions. The task is: Predict the reaction yield, written as a fraction of the theoretical maximum amount of product (1.0 means a 100% yield; for example, 0.34 means a 34% yield). (1) The reactants are [NH2:1][C:2]1[C:3]([C:7]2[NH:23][C:10]3=[CH:11][C:12]4[C:13]([CH3:22])([CH3:21])[C:14](=[O:20])[N:15]([CH2:18][CH3:19])[C:16]=4[CH:17]=[C:9]3[N:8]=2)=[N:4][NH:5][CH:6]=1.Cl[C:25]([O:27][CH:28]([CH3:30])[CH3:29])=[O:26]. No catalyst specified. The product is [CH:28]([O:27][C:25](=[O:26])[NH:1][C:2]1[C:3]([C:7]2[NH:23][C:10]3=[CH:11][C:12]4[C:13]([CH3:22])([CH3:21])[C:14](=[O:20])[N:15]([CH2:18][CH3:19])[C:16]=4[CH:17]=[C:9]3[N:8]=2)=[N:4][NH:5][CH:6]=1)([CH3:30])[CH3:29]. The yield is 0.430. (2) The reactants are [NH2:1][C:2]1[C:3]([F:14])=[C:4]([CH:9]=[C:10]([O:12][CH3:13])[CH:11]=1)[C:5]([NH:7][CH3:8])=[O:6].[Cl:15][C:16]1[CH:23]=[C:22]([NH:24][CH2:25][CH3:26])[C:19]([CH:20]=O)=[CH:18][N:17]=1.FC(F)(F)C(O)=O.[BH-](OC(C)=O)(OC(C)=O)OC(C)=O.[Na+]. The catalyst is C(Cl)Cl. The product is [Cl:15][C:16]1[N:17]=[CH:18][C:19]([CH2:20][NH:1][C:2]2[C:3]([F:14])=[C:4]([CH:9]=[C:10]([O:12][CH3:13])[CH:11]=2)[C:5]([NH:7][CH3:8])=[O:6])=[C:22]([NH:24][CH2:25][CH3:26])[CH:23]=1. The yield is 0.700. (3) The reactants are [H-].[Na+].[NH2:3][C:4]1[N:9]([CH3:10])[C:8](=[O:11])[NH:7][C:6](=[O:12])[CH:5]=1.[H][H].[C:15]([O:18][C@H:19]([CH3:25])[CH2:20][CH2:21][CH2:22][CH2:23]Cl)(=[O:17])[CH3:16].[Cl-].[Na+]. The catalyst is CS(C)=O. The product is [C:15]([O:18][C@H:19]([CH3:25])[CH2:20][CH2:21][CH2:22][CH2:23][N:7]1[C:6](=[O:12])[CH:5]=[C:4]([NH2:3])[N:9]([CH3:10])[C:8]1=[O:11])(=[O:17])[CH3:16]. The yield is 0.650. (4) The reactants are [CH2:1]([NH:8][C:9]1[C:10]([CH3:20])=[C:11]([CH:17]=[CH:18][CH:19]=1)[C:12]([O:14][CH2:15][CH3:16])=[O:13])[C:2]1[CH:7]=[CH:6][CH:5]=[CH:4][CH:3]=1.[CH:21](=O)[CH3:22].C(O)(=O)C.C(O[BH-](OC(=O)C)OC(=O)C)(=O)C.[Na+].C([O-])(O)=O.[Na+]. The catalyst is ClCCCl.O. The product is [CH2:1]([N:8]([CH2:21][CH3:22])[C:9]1[C:10]([CH3:20])=[C:11]([CH:17]=[CH:18][CH:19]=1)[C:12]([O:14][CH2:15][CH3:16])=[O:13])[C:2]1[CH:3]=[CH:4][CH:5]=[CH:6][CH:7]=1. The yield is 0.810. (5) The reactants are [F:1][C:2]1[CH:7]=[CH:6][C:5]([N:8]2[C@@H:12]([C:13]3[CH:18]=[CH:17][C:16]([N+:19]([O-])=O)=[CH:15][CH:14]=3)[CH2:11][CH2:10][C@@H:9]2[C:22]2[CH:27]=[CH:26][C:25]([N+:28]([O-])=O)=[CH:24][CH:23]=2)=[CH:4][CH:3]=1.C(O)C. The catalyst is O=[Pt]=O.C1COCC1. The product is [F:1][C:2]1[CH:7]=[CH:6][C:5]([N:8]2[C@@H:12]([C:13]3[CH:18]=[CH:17][C:16]([NH2:19])=[CH:15][CH:14]=3)[CH2:11][CH2:10][C@@H:9]2[C:22]2[CH:23]=[CH:24][C:25]([NH2:28])=[CH:26][CH:27]=2)=[CH:4][CH:3]=1. The yield is 0.370. (6) The product is [NH2:11][C:12]1[CH:17]=[N:16][CH:15]=[C:14]([O:8][CH2:1][C:2]2[CH:7]=[CH:6][CH:5]=[CH:4][CH:3]=2)[N:13]=1. The yield is 0.330. The catalyst is O1CCOCC1.C(OCC)(=O)C. The reactants are [CH2:1]([OH:8])[C:2]1[CH:7]=[CH:6][CH:5]=[CH:4][CH:3]=1.[H-].[Na+].[NH2:11][C:12]1[CH:17]=[N:16][CH:15]=[C:14](Cl)[N:13]=1.